Dataset: Full USPTO retrosynthesis dataset with 1.9M reactions from patents (1976-2016). Task: Predict the reactants needed to synthesize the given product. (1) Given the product [Cl:1][C:2]1[CH:15]=[CH:14][C:5]([CH2:6][N:7]2[CH2:12][CH2:11][CH:10]([NH:13][C:23](=[O:24])[C:22]3[CH:26]=[CH:27][CH:28]=[C:20]([CH3:19])[CH:21]=3)[CH2:9][CH2:8]2)=[CH:4][C:3]=1[O:16][CH2:17][CH3:18], predict the reactants needed to synthesize it. The reactants are: [Cl:1][C:2]1[CH:15]=[CH:14][C:5]([CH2:6][N:7]2[CH2:12][CH2:11][CH:10]([NH2:13])[CH2:9][CH2:8]2)=[CH:4][C:3]=1[O:16][CH2:17][CH3:18].[CH3:19][C:20]1[CH:21]=[C:22]([CH:26]=[CH:27][CH:28]=1)[C:23](Cl)=[O:24]. (2) Given the product [CH3:31][N:32]([CH3:33])[CH2:2][CH2:3][S:4]([N:7]1[CH2:12][CH2:11][CH:10]([C:13]2[C:21]3[C:16](=[C:17]([C:28]([NH2:30])=[O:29])[CH:18]=[C:19]([C:22]4[CH:27]=[CH:26][CH:25]=[CH:24][CH:23]=4)[CH:20]=3)[NH:15][CH:14]=2)[CH2:9][CH2:8]1)(=[O:6])=[O:5], predict the reactants needed to synthesize it. The reactants are: Cl[CH2:2][CH2:3][S:4]([N:7]1[CH2:12][CH2:11][CH:10]([C:13]2[C:21]3[C:16](=[C:17]([C:28]([NH2:30])=[O:29])[CH:18]=[C:19]([C:22]4[CH:27]=[CH:26][CH:25]=[CH:24][CH:23]=4)[CH:20]=3)[NH:15][CH:14]=2)[CH2:9][CH2:8]1)(=[O:6])=[O:5].[CH3:31][NH:32][CH3:33].C([O-])([O-])=O.[K+].[K+].[Na+].[I-].